This data is from Forward reaction prediction with 1.9M reactions from USPTO patents (1976-2016). The task is: Predict the product of the given reaction. (1) Given the reactants Br[C:2]1[CH:8]=[C:7]([F:9])[C:5]([NH2:6])=[C:4]([F:10])[CH:3]=1.[O:11]1[C:15]2[CH:16]=[CH:17][C:18](B(O)O)=[CH:19][C:14]=2[O:13][CH2:12]1, predict the reaction product. The product is: [O:11]1[C:15]2[CH:16]=[CH:17][C:18]([C:2]3[CH:8]=[C:7]([F:9])[C:5]([NH2:6])=[C:4]([F:10])[CH:3]=3)=[CH:19][C:14]=2[O:13][CH2:12]1. (2) Given the reactants COC([C:5]1[CH2:10][C:9]([C:18]#[N:19])([C:11]2[CH:12]=[N:13][C:14]([F:17])=[CH:15][CH:16]=2)[CH2:8][CH2:7][C:6]=1[OH:20])=O.[Na+].[Cl-].O, predict the reaction product. The product is: [F:17][C:14]1[N:13]=[CH:12][C:11]([C:9]2([C:18]#[N:19])[CH2:8][CH2:7][C:6](=[O:20])[CH2:5][CH2:10]2)=[CH:16][CH:15]=1.